This data is from Reaction yield outcomes from USPTO patents with 853,638 reactions. The task is: Predict the reaction yield, written as a fraction of the theoretical maximum amount of product (1.0 means a 100% yield; for example, 0.34 means a 34% yield). The reactants are [C:1]1([S:7][C:8]2[CH:13]=[CH:12][N:11]=[C:10]([NH:14][C:15]3[CH:20]=[CH:19][CH:18]=[C:17]([NH2:21])[CH:16]=3)[N:9]=2)[CH:6]=[CH:5][CH:4]=[CH:3][CH:2]=1.[C:22]([CH2:24][C:25](O)=[O:26])#[N:23]. No catalyst specified. The product is [C:1]1([S:7][C:8]2[CH:13]=[CH:12][N:11]=[C:10]([NH:14][C:15]3[CH:16]=[C:17]([NH:21][C:25](=[O:26])[CH2:24][C:22]#[N:23])[CH:18]=[CH:19][CH:20]=3)[N:9]=2)[CH:6]=[CH:5][CH:4]=[CH:3][CH:2]=1. The yield is 0.470.